This data is from Forward reaction prediction with 1.9M reactions from USPTO patents (1976-2016). The task is: Predict the product of the given reaction. (1) Given the reactants C([O:3][C:4]([C:6]1[CH:32]=[CH:31][C:9]2[N:10]=[C:11]([C:13]3[C:14](=[O:30])[NH:15][CH:16]=[CH:17][C:18]=3[NH:19][CH2:20][CH:21]([C:23]3[CH:28]=[CH:27][CH:26]=[C:25]([Cl:29])[CH:24]=3)[OH:22])[NH:12][C:8]=2[CH:7]=1)=O)C.[BH4-].[Na+].[CH3:35]O, predict the reaction product. The product is: [Cl:29][C:25]1[CH:24]=[C:23]([CH:21]([OH:22])[CH2:20][NH:19][C:18]2[CH:17]=[CH:16][NH:15][C:14](=[O:30])[C:13]=2[C:11]2[NH:12][C:8]3[CH:7]=[C:6]([CH2:4][OH:3])[CH:32]=[C:31]([CH3:35])[C:9]=3[N:10]=2)[CH:28]=[CH:27][CH:26]=1. (2) Given the reactants [CH:1]1([CH2:7][CH2:8][NH:9][CH2:10][C:11]2[CH:18]=[CH:17][C:14]([C:15]#[N:16])=[C:13]([C:19]3[C:28]4[C:23](=[CH:24][CH:25]=[CH:26][CH:27]=4)[CH:22]=[CH:21][CH:20]=3)[CH:12]=2)[CH2:6][CH2:5][CH2:4][CH2:3][CH2:2]1.[Cl:29][CH2:30][C:31](O[C:31](=[O:32])[CH2:30][Cl:29])=[O:32].OS([O-])(=O)=O.[Na+], predict the reaction product. The product is: [Cl:29][CH2:30][C:31]([N:9]([CH2:10][C:11]1[CH:18]=[CH:17][C:14]([C:15]#[N:16])=[C:13]([C:19]2[C:28]3[C:23](=[CH:24][CH:25]=[CH:26][CH:27]=3)[CH:22]=[CH:21][CH:20]=2)[CH:12]=1)[CH2:8][CH2:7][CH:1]1[CH2:6][CH2:5][CH2:4][CH2:3][CH2:2]1)=[O:32].